From a dataset of Peptide-MHC class I binding affinity with 185,985 pairs from IEDB/IMGT. Regression. Given a peptide amino acid sequence and an MHC pseudo amino acid sequence, predict their binding affinity value. This is MHC class I binding data. (1) The peptide sequence is DVKDSSLLNN. The MHC is H-2-Db with pseudo-sequence H-2-Db. The binding affinity (normalized) is 0.0833. (2) The peptide sequence is PDRQAGFLGL. The MHC is Mamu-B01 with pseudo-sequence Mamu-B01. The binding affinity (normalized) is 0.